Task: Regression. Given a peptide amino acid sequence and an MHC pseudo amino acid sequence, predict their binding affinity value. This is MHC class II binding data.. Dataset: Peptide-MHC class II binding affinity with 134,281 pairs from IEDB (1) The peptide sequence is MGVSDVPRDLEVVAA. The MHC is DRB1_0405 with pseudo-sequence DRB1_0405. The binding affinity (normalized) is 0.150. (2) The peptide sequence is QMATTLPVQRHPRSL. The MHC is HLA-DQA10101-DQB10501 with pseudo-sequence HLA-DQA10101-DQB10501. The binding affinity (normalized) is 0.209. (3) The peptide sequence is AFKVAATAANIAPAN. The binding affinity (normalized) is 0.545. The MHC is HLA-DPA10103-DPB10301 with pseudo-sequence HLA-DPA10103-DPB10301.